The task is: Predict the product of the given reaction.. This data is from Forward reaction prediction with 1.9M reactions from USPTO patents (1976-2016). Given the reactants I[C:2]1[C:10]2[C:5](=[CH:6][CH:7]=[C:8]([NH:11][C:12](=[O:24])[CH:13]([N:19]3[CH2:23][CH2:22][CH2:21][CH2:20]3)[C:14]3[CH:18]=[CH:17][S:16][CH:15]=3)[CH:9]=2)[NH:4][N:3]=1.[CH:25]1([NH:30][C:31]2[CH:36]=[CH:35][C:34](B3OC(C)(C)C(C)(C)O3)=[CH:33][CH:32]=2)[CH2:29][CH2:28][CH2:27][CH2:26]1.C([O-])([O-])=O.[Na+].[Na+], predict the reaction product. The product is: [CH:25]1([NH:30][C:31]2[CH:36]=[CH:35][C:34]([C:2]3[C:10]4[C:5](=[CH:6][CH:7]=[C:8]([NH:11][C:12](=[O:24])[CH:13]([N:19]5[CH2:23][CH2:22][CH2:21][CH2:20]5)[C:14]5[CH:18]=[CH:17][S:16][CH:15]=5)[CH:9]=4)[NH:4][N:3]=3)=[CH:33][CH:32]=2)[CH2:26][CH2:27][CH2:28][CH2:29]1.